Dataset: Forward reaction prediction with 1.9M reactions from USPTO patents (1976-2016). Task: Predict the product of the given reaction. (1) Given the reactants [C:1]1([S:7][C:8]2[CH:16]=[CH:15][C:11]([C:12](O)=[O:13])=[CH:10][CH:9]=2)[CH:6]=[CH:5][CH:4]=[CH:3][CH:2]=1.C(Cl)(=O)C([Cl:20])=O.CN(C)C=O, predict the reaction product. The product is: [C:1]1([S:7][C:8]2[CH:16]=[CH:15][C:11]([C:12]([Cl:20])=[O:13])=[CH:10][CH:9]=2)[CH:6]=[CH:5][CH:4]=[CH:3][CH:2]=1. (2) Given the reactants [N:1]1([C:12]([O:14][C:15]([CH3:18])([CH3:17])[CH3:16])=[O:13])[CH2:6][CH2:5][CH2:4][CH:3]([C:7]([O:9][CH2:10][CH3:11])=[O:8])[CH2:2]1.Br[CH2:20][C:21]([O:23][CH2:24][C:25]1[CH:30]=[CH:29][CH:28]=[CH:27][CH:26]=1)=[O:22], predict the reaction product. The product is: [CH2:24]([O:23][C:21](=[O:22])[CH2:20][C:3]1([C:7]([O:9][CH2:10][CH3:11])=[O:8])[CH2:4][CH2:5][CH2:6][N:1]([C:12]([O:14][C:15]([CH3:17])([CH3:16])[CH3:18])=[O:13])[CH2:2]1)[C:25]1[CH:30]=[CH:29][CH:28]=[CH:27][CH:26]=1. (3) Given the reactants [CH2:1]([O:8][C:9]1[CH:10]=[CH:11][C:12]([CH2:15][OH:16])=[N:13][CH:14]=1)[C:2]1[CH:7]=[CH:6][CH:5]=[CH:4][CH:3]=1.N1C=CC=CC=1, predict the reaction product. The product is: [CH2:1]([O:8][C:9]1[CH:10]=[CH:11][C:12]([CH:15]=[O:16])=[N:13][CH:14]=1)[C:2]1[CH:3]=[CH:4][CH:5]=[CH:6][CH:7]=1. (4) The product is: [C:13]([O:16][C:17]([NH:1][CH2:2][CH2:3][CH2:4][CH2:5][CH2:6][C:7]([OH:9])=[O:8])=[O:18])([CH3:15])([CH3:14])[CH3:12]. Given the reactants [NH2:1][CH2:2][CH2:3][CH2:4][CH2:5][CH2:6][C:7]([OH:9])=[O:8].[OH-].[Na+].[CH3:12][C:13]([O:16][C:17](O[C:17]([O:16][C:13]([CH3:15])([CH3:14])[CH3:12])=[O:18])=[O:18])([CH3:15])[CH3:14].Cl, predict the reaction product. (5) Given the reactants [CH:1]([N-]C(C)C)([CH3:3])[CH3:2].[Li+].C([O:12][C:13](=[O:24])[CH2:14][O:15][C:16]1[CH:21]=[CH:20][C:19]([Cl:22])=[C:18]([Cl:23])[CH:17]=1)C=C.Cl[Si](C)(C)C.[OH-].[Na+].ClC1C=C(C=CC=1Cl)OCC(O)=O, predict the reaction product. The product is: [Cl:23][C:18]1[CH:17]=[C:16]([CH:21]=[CH:20][C:19]=1[Cl:22])[O:15][CH:14]([CH2:3][CH:1]=[CH2:2])[C:13]([OH:12])=[O:24].